From a dataset of Full USPTO retrosynthesis dataset with 1.9M reactions from patents (1976-2016). Predict the reactants needed to synthesize the given product. (1) The reactants are: [CH3:1][O:2][C:3](=[O:17])[CH2:4][O:5][C:6]1[CH:11]=[CH:10][C:9]([O:12]C(=O)C)=[CH:8][C:7]=1[CH3:16].C[O-].[Na+]. Given the product [CH3:1][O:2][C:3](=[O:17])[CH2:4][O:5][C:6]1[CH:11]=[CH:10][C:9]([OH:12])=[CH:8][C:7]=1[CH3:16], predict the reactants needed to synthesize it. (2) Given the product [CH3:13][O:14][N:15]1[CH:16]([CH2:17][CH2:18][CH2:19][CH2:20][CH3:21])[CH2:3][C:2]([CH3:1])=[CH:4][CH2:11][CH2:10][CH2:9][CH2:8][CH2:7][CH2:6][C:5]1=[O:12], predict the reactants needed to synthesize it. The reactants are: [CH2:1]=[C:2]([CH:4]1[CH2:11][CH2:10][CH2:9][CH2:8][CH2:7][CH2:6][C:5]1=[O:12])[CH3:3].[CH3:13][O:14][N:15]=[CH:16][CH2:17][CH2:18][CH2:19][CH2:20][CH3:21].Cl[Sn](Cl)(Cl)Cl.